This data is from Forward reaction prediction with 1.9M reactions from USPTO patents (1976-2016). The task is: Predict the product of the given reaction. (1) Given the reactants [CH3:1][C:2]1[C:3]([CH:9]([CH:12]2[CH2:14][CH2:13]2)[CH:10]=O)=[N:4][CH:5]=[CH:6][C:7]=1[Cl:8].[C:15]([O:23][CH2:24][CH3:25])(=[O:22])[CH2:16][C:17]([O:19][CH2:20][CH3:21])=[O:18].N1CCCCC1.C(O)(=O)C, predict the reaction product. The product is: [CH2:20]([O:19][C:17](=[O:18])[C:16](=[CH:10][CH:9]([C:3]1[C:2]([CH3:1])=[C:7]([Cl:8])[CH:6]=[CH:5][N:4]=1)[CH:12]1[CH2:14][CH2:13]1)[C:15]([O:23][CH2:24][CH3:25])=[O:22])[CH3:21]. (2) Given the reactants C(OC([NH:8][CH2:9][C:10]1[CH:11]=[C:12]([C:16]2[CH:21]=[C:20]([CH:22]([NH:27]S(C(C)(C)C)=O)[C:23]([F:26])([F:25])[F:24])[CH:19]=[C:18]([CH2:34][O:35][C:36]3[CH:41]=[CH:40][CH:39]=[CH:38][C:37]=3[CH2:42][C:43]([O:45][CH3:46])=[O:44])[CH:17]=2)[CH:13]=[CH:14][CH:15]=1)=O)(C)(C)C.Cl.O1CCOCC1, predict the reaction product. The product is: [NH2:27][CH:22]([C:20]1[CH:19]=[C:18]([CH2:34][O:35][C:36]2[CH:41]=[CH:40][CH:39]=[CH:38][C:37]=2[CH2:42][C:43]([O:45][CH3:46])=[O:44])[CH:17]=[C:16]([C:12]2[CH:13]=[CH:14][CH:15]=[C:10]([CH2:9][NH2:8])[CH:11]=2)[CH:21]=1)[C:23]([F:24])([F:25])[F:26]. (3) The product is: [CH3:11][O:12][C:13]1[CH:14]=[CH:15][C:16]([C:19]2[CH:20]=[CH:21][C:22]([S:25]([NH:28][CH:29]([CH2:34][CH:35]([OH:37])[CH2:36][S:1][C:2]3[N:10]=[C:9]4[C:5]([NH:6][CH:7]=[N:8]4)=[CH:4][N:3]=3)[C:30]([OH:32])=[O:31])(=[O:26])=[O:27])=[CH:23][CH:24]=2)=[CH:17][CH:18]=1. Given the reactants [SH:1][C:2]1[N:10]=[C:9]2[C:5]([NH:6][CH:7]=[N:8]2)=[CH:4][N:3]=1.[CH3:11][O:12][C:13]1[CH:18]=[CH:17][C:16]([C:19]2[CH:24]=[CH:23][C:22]([S:25]([NH:28][CH:29]([CH2:34][CH:35]3[O:37][CH2:36]3)[C:30]([O:32]C)=[O:31])(=[O:27])=[O:26])=[CH:21][CH:20]=2)=[CH:15][CH:14]=1, predict the reaction product. (4) The product is: [N:1]1[CH:6]=[CH:5][C:4]([C:7]([O:9][CH3:15])=[O:8])=[CH:3][N:2]=1. Given the reactants [N:1]1[CH:6]=[CH:5][C:4]([C:7]([OH:9])=[O:8])=[CH:3][N:2]=1.S(=O)(=O)(O)O.[CH3:15]O, predict the reaction product.